This data is from NCI-60 drug combinations with 297,098 pairs across 59 cell lines. The task is: Regression. Given two drug SMILES strings and cell line genomic features, predict the synergy score measuring deviation from expected non-interaction effect. Synergy scores: CSS=13.3, Synergy_ZIP=-5.13, Synergy_Bliss=-0.756, Synergy_Loewe=2.92, Synergy_HSA=2.94. Drug 1: CS(=O)(=O)CCNCC1=CC=C(O1)C2=CC3=C(C=C2)N=CN=C3NC4=CC(=C(C=C4)OCC5=CC(=CC=C5)F)Cl. Drug 2: C(CCl)NC(=O)N(CCCl)N=O. Cell line: HOP-92.